Dataset: Catalyst prediction with 721,799 reactions and 888 catalyst types from USPTO. Task: Predict which catalyst facilitates the given reaction. (1) Reactant: [C:1]([C@:4]([NH:14][C:15](=[O:24])[O:16][CH2:17][C:18]1[CH:23]=[CH:22][N:21]=[CH:20][CH:19]=1)([CH3:13])[CH2:5][C:6]1[CH:11]=[CH:10][C:9]([OH:12])=[CH:8][CH:7]=1)([OH:3])=O.CCN(C(C)C)C(C)C.CN(C(ON1N=NC2C=CC=CC1=2)=[N+](C)C)C.F[P-](F)(F)(F)(F)F.[CH2:58]([NH2:65])[C:59]1[CH:64]=[CH:63][CH:62]=[CH:61][CH:60]=1. Product: [N:21]1[CH:22]=[CH:23][C:18]([CH2:17][O:16][C:15](=[O:24])[NH:14][C@:4]([CH2:5][C:6]2[CH:11]=[CH:10][C:9]([OH:12])=[CH:8][CH:7]=2)([CH3:13])[C:1]([NH:65][CH2:58][C:59]2[CH:64]=[CH:63][CH:62]=[CH:61][CH:60]=2)=[O:3])=[CH:19][CH:20]=1. The catalyst class is: 3. (2) Reactant: Cl[C:2]1([C:25]([O:27][CH2:28][CH3:29])=[O:26])[CH2:7][CH2:6][CH2:5][N:4]2[C:8]([C:11]3[CH:16]=[CH:15][C:14]([C:17]4[O:21][C:20]([CH3:22])=[N:19][CH:18]=4)=[C:13]([O:23][CH3:24])[CH:12]=3)=[N:9][N:10]=[C:3]12.[F:30][C:31]([F:40])([F:39])[C:32]1[CH:33]=[C:34]([OH:38])[CH:35]=[CH:36][CH:37]=1.C(=O)([O-])[O-].[K+].[K+].C(=O)([O-])O.[Na+]. Product: [CH3:24][O:23][C:13]1[CH:12]=[C:11]([C:8]2[N:4]3[CH2:5][CH2:6][CH2:7][C:2]([O:38][C:34]4[CH:35]=[CH:36][CH:37]=[C:32]([C:31]([F:30])([F:39])[F:40])[CH:33]=4)([C:25]([O:27][CH2:28][CH3:29])=[O:26])[C:3]3=[N:10][N:9]=2)[CH:16]=[CH:15][C:14]=1[C:17]1[O:21][C:20]([CH3:22])=[N:19][CH:18]=1. The catalyst class is: 3. (3) Reactant: [Cl:1][C:2]1[C:3]([N:12]2[CH2:17][CH2:16][N:15]([CH2:18][C:19]3[CH:20]=[N:21][CH:22]=[CH:23][CH:24]=3)[CH2:14][CH2:13]2)=[C:4]([N+:9]([O-])=O)[C:5]([NH2:8])=[N:6][CH:7]=1.CCO.[N:28]1([CH2:34][C:35]2[CH:42]=[CH:41][C:38]([CH:39]=O)=[CH:37][CH:36]=2)[CH2:33][CH2:32][O:31][CH2:30][CH2:29]1.[O-]S(S([O-])=O)=O.[Na+].[Na+]. Product: [Cl:1][C:2]1[C:3]([N:12]2[CH2:17][CH2:16][N:15]([CH2:18][C:19]3[CH:20]=[N:21][CH:22]=[CH:23][CH:24]=3)[CH2:14][CH2:13]2)=[C:4]2[N:9]=[C:39]([C:38]3[CH:37]=[CH:36][C:35]([CH2:34][N:28]4[CH2:33][CH2:32][O:31][CH2:30][CH2:29]4)=[CH:42][CH:41]=3)[NH:8][C:5]2=[N:6][CH:7]=1. The catalyst class is: 27.